This data is from Peptide-MHC class I binding affinity with 185,985 pairs from IEDB/IMGT. The task is: Regression. Given a peptide amino acid sequence and an MHC pseudo amino acid sequence, predict their binding affinity value. This is MHC class I binding data. (1) The MHC is HLA-B07:02 with pseudo-sequence HLA-B07:02. The peptide sequence is SPRTLRRAF. The binding affinity (normalized) is 0.945. (2) The peptide sequence is RISGVDRYY. The MHC is HLA-A02:03 with pseudo-sequence HLA-A02:03. The binding affinity (normalized) is 0.0879. (3) The peptide sequence is RTRVGTKHA. The MHC is HLA-A30:01 with pseudo-sequence HLA-A30:01. The binding affinity (normalized) is 1.00. (4) The peptide sequence is DYDDVVHEV. The MHC is HLA-A80:01 with pseudo-sequence HLA-A80:01. The binding affinity (normalized) is 0.0847. (5) The peptide sequence is LSSISLSLI. The MHC is H-2-Db with pseudo-sequence H-2-Db. The binding affinity (normalized) is 0.245. (6) The peptide sequence is MMQVWIQPL. The MHC is BoLA-D18.4 with pseudo-sequence BoLA-D18.4. The binding affinity (normalized) is 0.323. (7) The peptide sequence is RENGGYWLL. The MHC is HLA-A69:01 with pseudo-sequence HLA-A69:01. The binding affinity (normalized) is 0.0847. (8) The peptide sequence is YVLLLFLLLA. The MHC is HLA-A02:03 with pseudo-sequence HLA-A02:03. The binding affinity (normalized) is 0.391. (9) The peptide sequence is DINAQQFANV. The MHC is HLA-A02:01 with pseudo-sequence HLA-A02:01. The binding affinity (normalized) is 0.174.